From a dataset of Full USPTO retrosynthesis dataset with 1.9M reactions from patents (1976-2016). Predict the reactants needed to synthesize the given product. (1) Given the product [CH2:1]([O:8][CH2:9][CH2:10][C@@H:11]([NH:15][C:16]([O:18][C:19]([CH3:22])([CH3:21])[CH3:20])=[O:17])[C:12](=[O:14])[CH2:36][C:35]([O:41][C:42]([CH3:45])([CH3:44])[CH3:43])=[O:40])[C:2]1[CH:3]=[CH:4][CH:5]=[CH:6][CH:7]=1.[CH2:1]([O:8][CH2:9][CH2:10][C@@H:11]([NH:15][C:16]([O:18][C:19]([CH3:22])([CH3:21])[CH3:20])=[O:17])/[C:37](/[OH:39])=[CH:36]/[C:35]([O:41][C:42]([CH3:45])([CH3:44])[CH3:43])=[O:40])[C:2]1[CH:7]=[CH:6][CH:5]=[CH:4][CH:3]=1, predict the reactants needed to synthesize it. The reactants are: [CH2:1]([O:8][CH2:9][CH2:10][C@@H:11]([NH:15][C:16]([O:18][C:19]([CH3:22])([CH3:21])[CH3:20])=[O:17])[C:12]([OH:14])=O)[C:2]1[CH:7]=[CH:6][CH:5]=[CH:4][CH:3]=1.C(N1C=CN=C1)(N1C=CN=C1)=O.[C:35]([O:41][C:42]([CH3:45])([CH3:44])[CH3:43])(=[O:40])[CH2:36][C:37]([O-:39])=O.[Cl-].[Mg+2].[Cl-].CC(C)([O-])C.[K+].Cl. (2) Given the product [CH3:18][C:15]1[N:13]2[N:14]=[C:9]([NH2:8])[CH:10]=[CH:11][C:12]2=[N:17][CH:16]=1, predict the reactants needed to synthesize it. The reactants are: COC1C=CC(C[NH:8][C:9]2[CH:10]=[CH:11][C:12]3[N:13]([C:15]([CH3:18])=[CH:16][N:17]=3)[N:14]=2)=CC=1.C(O)(C(F)(F)F)=O. (3) Given the product [CH3:1][C:2]([CH3:18])([CH2:10][O:11][CH:12]1[CH2:17][CH2:16][CH2:15][CH2:14][O:13]1)[CH2:3][CH2:4][CH:5]=[O:6], predict the reactants needed to synthesize it. The reactants are: [CH3:1][C:2]([CH3:18])([CH2:10][O:11][CH:12]1[CH2:17][CH2:16][CH2:15][CH2:14][O:13]1)[CH2:3][CH2:4][C:5](OCC)=[O:6].[H-].C([Al+]CC(C)C)C(C)C.CCCCCCC.CO. (4) Given the product [Br:1][CH2:9][C:10]1[CH:11]=[CH:12][CH:13]=[C:14]([Cl:19])[C:15]=1[N+:16]([O-:18])=[O:17], predict the reactants needed to synthesize it. The reactants are: [Br:1]N1C(=O)CCC1=O.[CH3:9][C:10]1[C:15]([N+:16]([O-:18])=[O:17])=[C:14]([Cl:19])[CH:13]=[CH:12][CH:11]=1.C(OOC(=O)C1C=CC=CC=1)(=O)C1C=CC=CC=1. (5) Given the product [N:1]1[CH:6]=[CH:5][CH:4]=[CH:3][C:2]=1[C:7]1[CH:8]=[N:9][N:10]([C:12]2[N:17]=[CH:16][C:15]([NH:18][CH:19]([C:23]3[CH:24]=[CH:25][C:26]([C:27]([NH:43][CH2:42][CH2:36][C:34]([OH:40])=[O:35])=[O:28])=[CH:32][CH:33]=3)[CH2:20][CH2:21][CH3:22])=[CH:14][CH:13]=2)[CH:11]=1, predict the reactants needed to synthesize it. The reactants are: [N:1]1[CH:6]=[CH:5][CH:4]=[CH:3][C:2]=1[C:7]1[CH:8]=[N:9][N:10]([C:12]2[N:17]=[CH:16][C:15]([NH:18][CH:19]([C:23]3[CH:33]=[CH:32][C:26]([C:27](OCC)=[O:28])=[CH:25][CH:24]=3)[CH2:20][CH2:21][CH3:22])=[CH:14][CH:13]=2)[CH:11]=1.[C:34]([OH:40])([C:36](F)(F)F)=[O:35].C[C:42]#[N:43]. (6) Given the product [ClH:87].[CH3:56][O:57][C:58]1[CH:63]=[CH:62][C:61]([CH2:64][CH2:65][NH:66][C:67]2[CH:72]=[C:71]([C:73]3[CH:78]=[CH:77][CH:76]=[C:75]([CH2:79][C:80]4[NH:84][N:83]=[N:82][N:81]=4)[CH:74]=3)[N:70]=[C:69]([O:85][CH3:86])[N:68]=2)=[CH:60][CH:59]=1, predict the reactants needed to synthesize it. The reactants are: COC1N=C(C2C=C(CC#N)C=CC=2)C=C(NCCC2C=CC(OC)=CC=2)N=1.COC1N=C(C2C=C(C=CC=2)C#N)C=C(NCCC2C=CC(OC)=CC=2)N=1.[CH3:56][O:57][C:58]1[CH:63]=[CH:62][C:61]([CH2:64][CH2:65][NH:66][C:67]2[CH:72]=[C:71]([C:73]3[CH:78]=[CH:77][CH:76]=[C:75]([CH2:79][C:80]4[NH:84][N:83]=[N:82][N:81]=4)[CH:74]=3)[N:70]=[C:69]([O:85][CH3:86])[N:68]=2)=[CH:60][CH:59]=1.[ClH:87]. (7) Given the product [Cl:17][C:11]1[CH:12]=[CH:13][CH:14]=[C:15]2[C:10]=1[O:9][C:8](=[O:18])[C:7]([C:5]1[N:6]=[C:2]([NH:1][C:21]3[CH:26]=[CH:25][N:24]=[CH:23][C:22]=3[O:27][CH3:28])[S:3][CH:4]=1)=[CH:16]2, predict the reactants needed to synthesize it. The reactants are: [NH2:1][C:2]1[S:3][CH:4]=[C:5]([C:7]2[C:8](=[O:18])[O:9][C:10]3[C:15]([CH:16]=2)=[CH:14][CH:13]=[CH:12][C:11]=3[Cl:17])[N:6]=1.Cl.Br[C:21]1[CH:26]=[CH:25][N:24]=[CH:23][C:22]=1[O:27][CH3:28].C([O-])([O-])=O.[Cs+].[Cs+]. (8) Given the product [C:40]([O:44][C:45](=[O:46])[NH:47][C:48]1([C:51](=[O:53])[NH:1][CH:2]([CH2:32][C:33]2[CH:38]=[CH:37][C:36]([F:39])=[CH:35][CH:34]=2)[C:3]([N:5]2[CH2:10][CH2:9][N:8]([CH:11]([C:12](=[O:13])[NH:14][CH3:15])[CH2:16][C:17]3[CH:26]=[CH:25][C:24]4[C:19](=[CH:20][CH:21]=[CH:22][CH:23]=4)[CH:18]=3)[CH2:7][CH:6]2[CH2:28][CH:29]2[CH2:31][CH2:30]2)=[O:4])[CH2:49][CH2:50]1)([CH3:41])([CH3:42])[CH3:43], predict the reactants needed to synthesize it. The reactants are: [NH2:1][CH:2]([CH2:32][C:33]1[CH:38]=[CH:37][C:36]([F:39])=[CH:35][CH:34]=1)[C:3]([N:5]1[CH2:10][CH2:9][N:8]([CH:11]([CH2:16][C:17]2[CH:26]=[CH:25][C:24]3[C:19](=[CH:20][CH:21]=[CH:22][CH:23]=3)[CH:18]=2)[C:12]([NH:14][CH3:15])=[O:13])[C:7](=O)[CH:6]1[CH2:28][CH:29]1[CH2:31][CH2:30]1)=[O:4].[C:40]([O:44][C:45]([NH:47][C:48]1([C:51]([OH:53])=O)[CH2:50][CH2:49]1)=[O:46])([CH3:43])([CH3:42])[CH3:41].ON1C2C=CC=CC=2N=N1.CN1CCOCC1.CN(C)CCCN=C=NCC.